Dataset: Reaction yield outcomes from USPTO patents with 853,638 reactions. Task: Predict the reaction yield, written as a fraction of the theoretical maximum amount of product (1.0 means a 100% yield; for example, 0.34 means a 34% yield). The catalyst is C(Cl)Cl. The yield is 0.820. The product is [CH3:1][N:2]1[C:6]([C:7]2[CH:8]=[C:9]([C:14]([NH:18][C@@H:19]([CH2:32][C:33]3[CH:38]=[CH:37][CH:36]=[CH:35][C:34]=3[C:39]([F:42])([F:40])[F:41])[CH2:20][N:21]3[C:29](=[O:30])[C:28]4[C:23](=[CH:24][CH:25]=[CH:26][CH:27]=4)[C:22]3=[O:31])=[O:16])[S:10][C:11]=2[CH2:12][CH3:13])=[C:5]([CH3:17])[CH:4]=[N:3]1. The reactants are [CH3:1][N:2]1[C:6]([C:7]2[CH:8]=[C:9]([C:14]([OH:16])=O)[S:10][C:11]=2[CH2:12][CH3:13])=[C:5]([CH3:17])[CH:4]=[N:3]1.[NH2:18][C@@H:19]([CH2:32][C:33]1[CH:38]=[CH:37][CH:36]=[CH:35][C:34]=1[C:39]([F:42])([F:41])[F:40])[CH2:20][N:21]1[C:29](=[O:30])[C:28]2[C:23](=[CH:24][CH:25]=[CH:26][CH:27]=2)[C:22]1=[O:31].C(N(C(C)C)CC)(C)C.F[P-](F)(F)(F)(F)F.Br[P+](N1CCCC1)(N1CCCC1)N1CCCC1.